From a dataset of Forward reaction prediction with 1.9M reactions from USPTO patents (1976-2016). Predict the product of the given reaction. (1) Given the reactants [CH2:1]([O:4][C:5]([NH:7][C@:8]([CH3:29])([CH2:11][CH2:12][C:13]1[O:14][C:15]([C:18]#[C:19][CH2:20][CH2:21][O:22][CH:23]2[CH2:28][CH2:27][CH2:26][CH2:25][CH2:24]2)=[CH:16][CH:17]=1)[CH2:9][OH:10])=[O:6])[CH:2]=[CH2:3].N1C=NN=N1.C(N(C(C)C)[P:39]([O:44][CH2:45][CH:46]=[CH2:47])[O:40][CH2:41][CH:42]=[CH2:43])(C)C.ClC1C=CC=C(C(OO)=[O:59])C=1.S([O-])([O-])(=O)=S.[Na+].[Na+], predict the reaction product. The product is: [P:39]([O:40][CH2:41][CH:42]=[CH2:43])([O:44][CH2:45][CH:46]=[CH2:47])([O:10][CH2:9][C@@:8]([NH:7][C:5]([O:4][CH2:1][CH:2]=[CH2:3])=[O:6])([CH3:29])[CH2:11][CH2:12][C:13]1[O:14][C:15]([C:18]#[C:19][CH2:20][CH2:21][O:22][CH:23]2[CH2:28][CH2:27][CH2:26][CH2:25][CH2:24]2)=[CH:16][CH:17]=1)=[O:59]. (2) Given the reactants Cl[C:2]1[CH:3]=[C:4]2[C:9](=[CH:10][CH:11]=1)[C:8]([OH:12])=[C:7]([C:13](OCC)=[O:14])[C:6](=[O:18])[C:5]2([CH2:20][CH3:21])[CH3:19].[ClH:22].[NH2:23][CH2:24][C:25]([O:27][C:28]([CH3:31])([CH3:30])[CH3:29])=[O:26].C(N(C(C)C)C(C)C)C, predict the reaction product. The product is: [Cl:22][C:11]1[CH:10]=[C:9]2[C:4](=[CH:3][CH:2]=1)[C:5]([CH2:20][CH3:21])([CH3:19])[C:6](=[O:18])[C:7]([C:13]([NH:23][CH2:24][C:25]([O:27][C:28]([CH3:31])([CH3:30])[CH3:29])=[O:26])=[O:14])=[C:8]2[OH:12].